Task: Predict the product of the given reaction.. Dataset: Forward reaction prediction with 1.9M reactions from USPTO patents (1976-2016) (1) The product is: [Cl:1][C:2]1[CH:3]=[C:4]([C@H:9]([NH:11][C:17]([N:41]2[CH2:42][CH2:43][C:37]3[CH:36]=[N:35][C:34]([NH:33][C:31]4[CH:30]=[CH:29][N:28]=[C:27]([O:26][CH2:24][CH3:25])[CH:32]=4)=[N:39][C:38]=3[CH2:40]2)=[O:18])[CH3:10])[CH:5]=[CH:6][C:7]=1[Cl:8]. Given the reactants [Cl:1][C:2]1[CH:3]=[C:4]([C@H:9]([NH2:11])[CH3:10])[CH:5]=[CH:6][C:7]=1[Cl:8].C1N=CN([C:17](N2C=NC=C2)=[O:18])C=1.[CH2:24]([O:26][C:27]1[CH:32]=[C:31]([NH:33][C:34]2[N:35]=[CH:36][C:37]3[CH2:43][CH2:42][NH:41][CH2:40][C:38]=3[N:39]=2)[CH:30]=[CH:29][N:28]=1)[CH3:25].CCN(C(C)C)C(C)C, predict the reaction product. (2) Given the reactants [Li][CH2:2]CCC.[CH2:6]([C:13]1[CH:22]=[C:21]([O:23][CH3:24])[CH:20]=[CH:19][C:14]=1[C:15]([NH:17][CH3:18])=[O:16])[C:7]1[CH:12]=[CH:11][CH:10]=[CH:9][CH:8]=1.[N:25]1[CH:30]=[CH:29][CH:28]=[CH:27][C:26]=1CCl.Cl, predict the reaction product. The product is: [CH3:24][O:23][C:21]1[CH:22]=[C:13]2[C:14](=[CH:19][CH:20]=1)[C:15](=[O:16])[N:17]([CH3:2])[C:18]([C:26]1[CH:27]=[CH:28][CH:29]=[CH:30][N:25]=1)=[C:6]2[C:7]1[CH:8]=[CH:9][CH:10]=[CH:11][CH:12]=1. (3) Given the reactants [CH2:1]([C:4]1[CH:9]=[C:8]([CH3:10])[CH:7]=[C:6]([Cl:11])[C:5]=1[OH:12])[CH:2]=[CH2:3].C1C=C(Cl)C=C(C(OO)=[O:21])C=1.[OH-].[K+], predict the reaction product. The product is: [Cl:11][C:6]1[C:5]2[O:12][CH:2]([CH2:3][OH:21])[CH2:1][C:4]=2[CH:9]=[C:8]([CH3:10])[CH:7]=1. (4) Given the reactants [Cl-].[Al+3].[Cl-].[Cl-].[CH3:5][O:6][C:7]([C:9]1[NH:10][CH:11]=[CH:12][CH:13]=1)=[O:8].Cl[C:15]([CH3:18])([CH3:17])[CH3:16], predict the reaction product. The product is: [C:15]([C:11]1[NH:10][C:9]([C:7]([O:6][CH3:5])=[O:8])=[CH:13][CH:12]=1)([CH3:18])([CH3:17])[CH3:16]. (5) Given the reactants [CH3:1][O:2][C:3]1[CH:4]=[C:5]([NH:46][S:47]([CH3:50])(=[O:49])=[O:48])[CH:6]=[C:7]([C:9]2[C:17]3[C:16]([NH:18][C@H:19]([C:21]4[N:26]([C:27]5[CH:32]=[CH:31][CH:30]=[CH:29][CH:28]=5)[C:25](=[O:33])[C:24]5=[C:34]([CH3:37])[CH:35]=[CH:36][N:23]5[N:22]=4)[CH3:20])=[N:15][CH:14]=[N:13][C:12]=3[N:11](COCC[Si](C)(C)C)[CH:10]=2)[CH:8]=1.FC(F)(F)C(O)=O.N, predict the reaction product. The product is: [CH3:1][O:2][C:3]1[CH:4]=[C:5]([NH:46][S:47]([CH3:50])(=[O:49])=[O:48])[CH:6]=[C:7]([C:9]2[C:17]3[C:16]([NH:18][C@H:19]([C:21]4[N:26]([C:27]5[CH:28]=[CH:29][CH:30]=[CH:31][CH:32]=5)[C:25](=[O:33])[C:24]5=[C:34]([CH3:37])[CH:35]=[CH:36][N:23]5[N:22]=4)[CH3:20])=[N:15][CH:14]=[N:13][C:12]=3[NH:11][CH:10]=2)[CH:8]=1.